Dataset: Forward reaction prediction with 1.9M reactions from USPTO patents (1976-2016). Task: Predict the product of the given reaction. (1) Given the reactants [Br:1][C:2]1[C:11]2[C:6](=[C:7]([Br:12])[CH:8]=[CH:9][CH:10]=2)[CH:5]=[CH:4][CH:3]=1.ClCCCl.[Cl:17][CH2:18][C:19](Cl)=[O:20].[Cl-].[Al+3].[Cl-].[Cl-], predict the reaction product. The product is: [Cl:17][CH2:18][C:19]([C:10]1[C:11]2[C:6](=[CH:5][CH:4]=[CH:3][C:2]=2[Br:1])[C:7]([Br:12])=[CH:8][CH:9]=1)=[O:20].[Br:1][C:2]1[C:11]2[C:6](=[C:7]([Br:12])[CH:8]=[CH:9][CH:10]=2)[CH:5]=[CH:4][CH:3]=1. (2) Given the reactants [I:1][C:2]([F:18])([F:17])[C:3]([F:16])([F:15])[O:4][C:5]([F:14])([F:13])[C:6]([F:12])([F:11])[S:7](F)(=[O:9])=[O:8].[OH-].[K+].C1C[O:24]CC1.O.[Br-].[C:28]1([S+:34]([C:41]2[CH:46]=[CH:45][CH:44]=[CH:43][CH:42]=2)[C:35]2[CH:40]=[CH:39][CH:38]=[CH:37][CH:36]=2)[CH:33]=[CH:32][CH:31]=[CH:30][CH:29]=1, predict the reaction product. The product is: [I:1][C:2]([F:18])([F:17])[C:3]([F:16])([F:15])[O:4][C:5]([F:14])([F:13])[C:6]([F:12])([F:11])[S:7]([O-:24])(=[O:9])=[O:8].[C:41]1([S+:34]([C:28]2[CH:29]=[CH:30][CH:31]=[CH:32][CH:33]=2)[C:35]2[CH:40]=[CH:39][CH:38]=[CH:37][CH:36]=2)[CH:42]=[CH:43][CH:44]=[CH:45][CH:46]=1. (3) Given the reactants [CH3:1][C:2]1([NH2:8])[CH2:7][CH2:6][NH:5][CH2:4][CH2:3]1.Cl[C:10]1[N:11](C(=O)C)[CH2:12][C:13]2[N:19]=[C:18]([Cl:20])[N:17]=[C:16]([NH:21][C:22]3[CH:27]=[CH:26][C:25]([F:28])=[C:24]([Cl:29])[CH:23]=3)[C:14]=2[N:15]=1.[OH-].[Na+], predict the reaction product. The product is: [NH2:8][C:2]1([CH3:1])[CH2:7][CH2:6][N:5]([C:10]2[NH:11][CH2:12][C:13]3[N:19]=[C:18]([Cl:20])[N:17]=[C:16]([NH:21][C:22]4[CH:27]=[CH:26][C:25]([F:28])=[C:24]([Cl:29])[CH:23]=4)[C:14]=3[N:15]=2)[CH2:4][CH2:3]1.